From a dataset of Full USPTO retrosynthesis dataset with 1.9M reactions from patents (1976-2016). Predict the reactants needed to synthesize the given product. (1) Given the product [CH3:1][O:2][C:3](=[O:12])[C:4]1[CH:9]=[CH:8][N:7]=[C:6]([NH2:74])[C:5]=1[CH3:11], predict the reactants needed to synthesize it. The reactants are: [CH3:1][O:2][C:3](=[O:12])[C:4]1[CH:9]=[CH:8][N:7]=[C:6](Cl)[C:5]=1[CH3:11].C1(P(C2C=CC=CC=2)C2C3OC4C(=CC=CC=4P(C4C=CC=CC=4)C4C=CC=CC=4)C(C)(C)C=3C=CC=2)C=CC=CC=1.C(=O)([O-])[O-].[Cs+].[Cs+].C(=[NH:74])(C1C=CC=CC=1)C1C=CC=CC=1.C(=O)(O)[O-].[Na+]. (2) Given the product [Cl:27][C:5]1[C:6]([NH:8][CH:9]2[CH2:10][CH2:11][C:12]3([CH2:15][CH2:16][N:17]([C:20]([O:22][C:23]([CH3:26])([CH3:24])[CH3:25])=[O:21])[CH2:18][CH2:19]3)[CH2:13][CH2:14]2)=[N:7][C:2]([NH:34][C:32]2[N:31]=[CH:30][N:29]([CH3:28])[CH:33]=2)=[N:3][CH:4]=1, predict the reactants needed to synthesize it. The reactants are: Cl[C:2]1[N:7]=[C:6]([NH:8][CH:9]2[CH2:14][CH2:13][C:12]3([CH2:19][CH2:18][N:17]([C:20]([O:22][C:23]([CH3:26])([CH3:25])[CH3:24])=[O:21])[CH2:16][CH2:15]3)[CH2:11][CH2:10]2)[C:5]([Cl:27])=[CH:4][N:3]=1.[CH3:28][N:29]1[CH:33]=[C:32]([NH2:34])[N:31]=[CH:30]1.C(=O)([O-])[O-].[Cs+].[Cs+].C1C=CC(P(C2C(C3C(P(C4C=CC=CC=4)C4C=CC=CC=4)=CC=C4C=3C=CC=C4)=C3C(C=CC=C3)=CC=2)C2C=CC=CC=2)=CC=1. (3) The reactants are: [C:1]([O:5][C:6]([N:8]1[CH2:12][CH2:11][CH2:10][C@H:9]1[CH2:13][NH:14][C:15]1[CH:20]=[CH:19][C:18](Br)=[CH:17][C:16]=1[O:22][C:23]1[CH:28]=[CH:27][C:26]([O:29][CH3:30])=[CH:25][CH:24]=1)=[O:7])([CH3:4])([CH3:3])[CH3:2].[CH3:31][N:32](C=O)C. Given the product [C:1]([O:5][C:6]([N:8]1[CH2:12][CH2:11][CH2:10][C@H:9]1[CH2:13][NH:14][C:15]1[CH:20]=[CH:19][C:18]([C:31]#[N:32])=[CH:17][C:16]=1[O:22][C:23]1[CH:28]=[CH:27][C:26]([O:29][CH3:30])=[CH:25][CH:24]=1)=[O:7])([CH3:4])([CH3:3])[CH3:2], predict the reactants needed to synthesize it. (4) Given the product [Br:1][C:2]1[CH:6]=[C:5]([C:21]#[C:20][CH:19]([CH3:23])[CH3:12])[S:4][C:3]=1[C:8]([O:10][CH3:11])=[O:9], predict the reactants needed to synthesize it. The reactants are: [Br:1][C:2]1[CH:6]=[C:5](I)[S:4][C:3]=1[C:8]([O:10][CH3:11])=[O:9].[CH3:12]CN(CC)CC.[CH2:19]1[CH2:23]O[CH2:21][CH2:20]1. (5) The reactants are: Cl[C:2]1[C:7]([Cl:8])=[CH:6][CH:5]=[CH:4][N:3]=1.[CH3:9][O:10][C:11]([CH:13]1[CH2:18][CH2:17][NH:16][CH2:15][CH2:14]1)=[O:12]. Given the product [CH3:9][O:10][C:11]([CH:13]1[CH2:18][CH2:17][N:16]([C:2]2[C:7]([Cl:8])=[CH:6][CH:5]=[CH:4][N:3]=2)[CH2:15][CH2:14]1)=[O:12], predict the reactants needed to synthesize it. (6) Given the product [OH:1][C:2]1[CH:6]([CH:7]([CH3:9])[CH3:8])[NH:5][C:4](=[O:10])[C:3]=1[CH:11]([C:12]1[CH:17]=[CH:16][CH:15]=[CH:14][CH:13]=1)[C:20]1[NH:19][C:27]2[C:22]([C:21]=1[CH2:28][CH2:29][NH:30][C:31](=[O:38])[C:32]1[CH:37]=[CH:36][CH:35]=[CH:34][CH:33]=1)=[CH:23][CH:24]=[CH:25][CH:26]=2, predict the reactants needed to synthesize it. The reactants are: [OH:1][C:2]1[CH:6]([CH:7]([CH3:9])[CH3:8])[NH:5][C:4](=[O:10])[CH:3]=1.[CH:11](=O)[C:12]1[CH:17]=[CH:16][CH:15]=[CH:14][CH:13]=1.[NH:19]1[C:27]2[C:22](=[CH:23][CH:24]=[CH:25][CH:26]=2)[C:21]([CH2:28][CH2:29][NH:30][C:31](=[O:38])[C:32]2[CH:37]=[CH:36][CH:35]=[CH:34][CH:33]=2)=[CH:20]1. (7) Given the product [CH:43]1([C:2]2[C:6]3[CH:7]=[C:8]4[C:13](=[CH:14][C:5]=3[N:4]([C:24]([C:37]3[CH:42]=[CH:41][CH:40]=[CH:39][CH:38]=3)([C:31]3[CH:36]=[CH:35][CH:34]=[CH:33][CH:32]=3)[C:25]3[CH:30]=[CH:29][CH:28]=[CH:27][CH:26]=3)[N:3]=2)[NH:12][C:11](=[O:15])[N:10]([C@@H:16]([C:18]2[CH:23]=[CH:22][CH:21]=[CH:20][CH:19]=2)[CH3:17])[CH2:9]4)[CH2:45][CH2:44]1, predict the reactants needed to synthesize it. The reactants are: I[C:2]1[C:6]2[CH:7]=[C:8]3[C:13](=[CH:14][C:5]=2[N:4]([C:24]([C:37]2[CH:42]=[CH:41][CH:40]=[CH:39][CH:38]=2)([C:31]2[CH:36]=[CH:35][CH:34]=[CH:33][CH:32]=2)[C:25]2[CH:30]=[CH:29][CH:28]=[CH:27][CH:26]=2)[N:3]=1)[NH:12][C:11](=[O:15])[N:10]([C@@H:16]([C:18]1[CH:23]=[CH:22][CH:21]=[CH:20][CH:19]=1)[CH3:17])[CH2:9]3.[CH:43]1(B2OC(C)(C)C(C)(C)O2)[CH2:45][CH2:44]1.C(=O)([O-])[O-].[K+].[K+].N#N. (8) Given the product [CH:3]1([CH2:9][O:10][C:11]2[C:12]3[N:13]([C:17]([C:22]([OH:24])=[O:23])=[C:18]([CH2:20][CH3:21])[N:19]=3)[CH:14]=[CH:15][CH:16]=2)[CH2:4][CH2:5][CH2:6][CH2:7][CH2:8]1, predict the reactants needed to synthesize it. The reactants are: [OH-].[Na+].[CH:3]1([CH2:9][O:10][C:11]2[C:12]3[N:13]([C:17]([C:22]([O:24]CC)=[O:23])=[C:18]([CH2:20][CH3:21])[N:19]=3)[CH:14]=[CH:15][CH:16]=2)[CH2:8][CH2:7][CH2:6][CH2:5][CH2:4]1.Cl. (9) Given the product [F:1][C:2]1[CH:7]=[C:6]([CH3:8])[CH:5]=[C:4]([N+:10]([O-:12])=[O:11])[C:3]=1[OH:9], predict the reactants needed to synthesize it. The reactants are: [F:1][C:2]1[CH:7]=[C:6]([CH3:8])[CH:5]=[CH:4][C:3]=1[OH:9].[N+:10]([O-])([OH:12])=[O:11].